Dataset: Reaction yield outcomes from USPTO patents with 853,638 reactions. Task: Predict the reaction yield, written as a fraction of the theoretical maximum amount of product (1.0 means a 100% yield; for example, 0.34 means a 34% yield). (1) The reactants are Br[C:2]1[CH:10]=[CH:9][CH:8]=[C:7]2[C:3]=1[C:4]1([C:15]3=[CH:16][C:17]4[O:21][CH2:20][O:19][C:18]=4[CH:22]=[C:14]3[O:13][CH2:12]1)[C:5](=[O:11])[NH:6]2.[CH3:23][N:24]([CH3:34])[C:25]1[N:30]=[CH:29][C:28](B(O)O)=[CH:27][CH:26]=1.C(=O)([O-])[O-].[Na+].[Na+]. The catalyst is CN(C)C=O.C1C=CC([P]([Pd]([P](C2C=CC=CC=2)(C2C=CC=CC=2)C2C=CC=CC=2)([P](C2C=CC=CC=2)(C2C=CC=CC=2)C2C=CC=CC=2)[P](C2C=CC=CC=2)(C2C=CC=CC=2)C2C=CC=CC=2)(C2C=CC=CC=2)C2C=CC=CC=2)=CC=1. The product is [CH3:23][N:24]([CH3:34])[C:25]1[N:30]=[CH:29][C:28]([C:2]2[CH:10]=[CH:9][CH:8]=[C:7]3[C:3]=2[C:4]2([C:15]4=[CH:16][C:17]5[O:21][CH2:20][O:19][C:18]=5[CH:22]=[C:14]4[O:13][CH2:12]2)[C:5](=[O:11])[NH:6]3)=[CH:27][CH:26]=1. The yield is 0.540. (2) The reactants are [N:1]([O-:3])=[O:2].[Na+].[CH:5]1([C:8]2[C:17]3[C:12](=[CH:13][CH:14]=[CH:15][CH:16]=3)[CH:11]=[CH:10][CH:9]=2)[CH2:7][CH2:6]1.O. The catalyst is C(OCC)(=O)C. The product is [CH:5]1([C:8]2[C:17]3[C:12](=[CH:13][CH:14]=[CH:15][CH:16]=3)[C:11]([N+:1]([O-:3])=[O:2])=[CH:10][CH:9]=2)[CH2:7][CH2:6]1. The yield is 0.640. (3) The reactants are [CH3:1][O:2][C:3]1[CH:10]=[CH:9][C:6]([CH:7]=O)=[C:5]([N+:11]([O-:13])=[O:12])[CH:4]=1.C(O)(=O)[CH2:15][C:16]([OH:18])=[O:17].N1CCCCC1. The catalyst is N1C=CC=CC=1. The product is [CH3:1][O:2][C:3]1[CH:10]=[CH:9][C:6](/[CH:7]=[CH:15]/[C:16]([OH:18])=[O:17])=[C:5]([N+:11]([O-:13])=[O:12])[CH:4]=1. The yield is 0.650.